From a dataset of Catalyst prediction with 721,799 reactions and 888 catalyst types from USPTO. Predict which catalyst facilitates the given reaction. (1) Reactant: [CH3:1][N:2]1[C:7](=[O:8])[CH:6]=[C:5]([N:9]2[CH2:14][CH2:13][O:12][CH2:11][CH2:10]2)[N:4]=[C:3]1[CH2:15][C:16]([O-:18])=O.[Na+].[F:20][C:21]1[CH:29]=[CH:28][CH:27]=[C:26]2[C:22]=1[CH2:23][CH2:24][NH:25]2.Cl.CN(C)CCCN=C=NCC. Product: [F:20][C:21]1[CH:29]=[CH:28][CH:27]=[C:26]2[C:22]=1[CH2:23][CH2:24][N:25]2[C:16](=[O:18])[CH2:15][C:3]1[N:2]([CH3:1])[C:7](=[O:8])[CH:6]=[C:5]([N:9]2[CH2:10][CH2:11][O:12][CH2:13][CH2:14]2)[N:4]=1. The catalyst class is: 672. (2) Reactant: [F:1][CH:2]([F:27])[C:3]1[N:8]=[C:7]([C:9]([F:12])([F:11])[F:10])[C:6]([C:13](=[O:18])[C:14]([O:16]C)=O)=[C:5]([CH2:19][CH:20]([CH3:22])[CH3:21])[C:4]=1[C:23]([O:25][CH3:26])=[O:24].[OH-].[NH4+:29].[Na+].[Cl-]. Product: [F:1][CH:2]([F:27])[C:3]1[N:8]=[C:7]([C:9]([F:10])([F:11])[F:12])[C:6]([C:13](=[O:18])[C:14]([NH2:29])=[O:16])=[C:5]([CH2:19][CH:20]([CH3:22])[CH3:21])[C:4]=1[C:23]([O:25][CH3:26])=[O:24]. The catalyst class is: 2. (3) Reactant: [OH:1][C:2]1[CH:12]=[CH:11][CH:10]=[C:4]2[C:5]([O:7][C:8](=[O:9])[C:3]=12)=[O:6].[C:13](=[O:16])(O)[O-].[Na+].I[CH3:19]. Product: [CH3:13][O:16][C:5](=[O:6])[C:4]1[C:3](=[C:2]([OH:1])[CH:12]=[CH:11][CH:10]=1)[C:8]([O:7][CH3:19])=[O:9]. The catalyst class is: 475. (4) Reactant: [NH2:1][C:2]1[CH:11]=[CH:10][C:9]([C:12]([C:14]2[N:22]3[C:17]([CH:18]=[CH:19][CH:20]=[CH:21]3)=[C:16]([O:23][CH2:24][C:25]3[CH:30]=[CH:29][CH:28]=[C:27]([O:31][CH2:32][C:33]([O:35]C(C)(C)C)=[O:34])[CH:26]=3)[C:15]=2[CH3:40])=[O:13])=[CH:8][C:3]=1[C:4]([O:6][CH3:7])=[O:5].C(=O)(O)[O-].[Na+]. Product: [NH2:1][C:2]1[CH:11]=[CH:10][C:9]([C:12]([C:14]2[N:22]3[C:17]([CH:18]=[CH:19][CH:20]=[CH:21]3)=[C:16]([O:23][CH2:24][C:25]3[CH:26]=[C:27]([CH:28]=[CH:29][CH:30]=3)[O:31][CH2:32][C:33]([OH:35])=[O:34])[C:15]=2[CH3:40])=[O:13])=[CH:8][C:3]=1[C:4]([O:6][CH3:7])=[O:5]. The catalyst class is: 330. (5) Reactant: [OH:1][CH2:2][CH2:3][C@H:4]1[N:9]([C:10]([C:12]2[N:13]=[CH:14][N:15]([C@@H:23]3[CH2:28][CH2:27][CH2:26][CH2:25][C@@:24]3([OH:32])[CH2:29][O:30][CH3:31])[C:16]=2[C:17]2[CH:22]=[CH:21][CH:20]=[CH:19][CH:18]=2)=[O:11])[CH2:8][CH2:7][N:6]([C:33]([O:35][C:36]([CH3:39])([CH3:38])[CH3:37])=[O:34])[CH2:5]1.ClC(O[C:44]1[CH:49]=[CH:48][C:47]([N+:50]([O-])=O)=CC=1)=O.N1CCCC1.[C:58](=O)([O-])[OH:59].[Na+]. Product: [OH:32][C@@:24]1([CH2:29][O:30][CH3:31])[CH2:25][CH2:26][CH2:27][CH2:28][C@H:23]1[N:15]1[C:16]([C:17]2[CH:22]=[CH:21][CH:20]=[CH:19][CH:18]=2)=[C:12]([C:10]([N:9]2[CH2:8][CH2:7][N:6]([C:33]([O:35][C:36]([CH3:39])([CH3:38])[CH3:37])=[O:34])[CH2:5][C@H:4]2[CH2:3][CH2:2][O:1][C:58]([N:50]2[CH2:47][CH2:48][CH2:49][CH2:44]2)=[O:59])=[O:11])[N:13]=[CH:14]1. The catalyst class is: 251.